The task is: Predict the product of the given reaction.. This data is from Forward reaction prediction with 1.9M reactions from USPTO patents (1976-2016). (1) The product is: [CH3:1][O:2][C:3](=[O:32])[CH2:4][CH2:5][CH2:6][CH2:7][CH2:8][CH2:9][CH2:10][C:11](=[O:31])[NH:12][C:13]1[CH:18]=[CH:17][CH:16]=[CH:15][C:14]=1[S:19](=[O:30])(=[O:29])[NH:20][C:21]([C@@:23]1([NH:28][C:50]([C:41]2([NH:40][C:38]([O:37][C:33]([CH3:36])([CH3:35])[CH3:34])=[O:39])[CH2:42][C:43]3[C:48](=[CH:47][CH:46]=[CH:45][CH:44]=3)[CH2:49]2)=[O:51])[CH2:25][C@H:24]1[CH:26]=[CH2:27])=[O:22]. Given the reactants [CH3:1][O:2][C:3](=[O:32])[CH2:4][CH2:5][CH2:6][CH2:7][CH2:8][CH2:9][CH2:10][C:11](=[O:31])[NH:12][C:13]1[CH:18]=[CH:17][CH:16]=[CH:15][C:14]=1[S:19](=[O:30])(=[O:29])[NH:20][C:21]([C@@:23]1([NH2:28])[CH2:25][C@H:24]1[CH:26]=[CH2:27])=[O:22].[C:33]([O:37][C:38]([NH:40][C:41]1([C:50](O)=[O:51])[CH2:49][C:48]2[C:43](=[CH:44][CH:45]=[CH:46][CH:47]=2)[CH2:42]1)=[O:39])([CH3:36])([CH3:35])[CH3:34].CN(C(ON1N=NC2C=CC=CC1=2)=[N+](C)C)C.F[P-](F)(F)(F)(F)F.CCN(C(C)C)C(C)C, predict the reaction product. (2) Given the reactants [CH3:1][N:2]1[CH2:7][CH2:6][N:5]([C:8](=O)[CH2:9][CH:10]([C:19]2[CH:24]=[CH:23][C:22]([N+:25]([O-])=O)=[CH:21][CH:20]=2)[C:11](=O)[N:12]2[CH2:17][CH2:16][CH2:15][CH2:14][CH2:13]2)[CH2:4][CH2:3]1.[H-].[Al+3].[Li+].[H-].[H-].[H-], predict the reaction product. The product is: [CH3:1][N:2]1[CH2:3][CH2:4][N:5]([CH2:8][CH2:9][CH:10]([C:19]2[CH:20]=[CH:21][C:22]([NH2:25])=[CH:23][CH:24]=2)[CH2:11][N:12]2[CH2:13][CH2:14][CH2:15][CH2:16][CH2:17]2)[CH2:6][CH2:7]1.